Predict the product of the given reaction. From a dataset of Forward reaction prediction with 1.9M reactions from USPTO patents (1976-2016). (1) Given the reactants [NH:1]([CH2:6][C:7]([OH:9])=[O:8])[CH2:2][C:3]([OH:5])=[O:4].[P:10]([OH:13])([OH:12])[OH:11].[CH2:14]=O, predict the reaction product. The product is: [P:10]([CH2:14][N:1]([CH2:6][C:7]([OH:9])=[O:8])[CH2:2][C:3]([OH:5])=[O:4])([OH:13])([OH:12])=[O:11]. (2) Given the reactants [CH:1]1[C:13]2[N:12]([C:14]3[CH:15]=[C:16](Cl)[CH:17]=[C:18]([N:20]4[C:32]5[CH:31]=[CH:30][CH:29]=[CH:28][C:27]=5[C:26]5[C:21]4=[CH:22][CH:23]=[CH:24][CH:25]=5)[CH:19]=3)[C:11]3[C:6](=[CH:7][CH:8]=[CH:9][CH:10]=3)[C:5]=2[CH:4]=[CH:3][CH:2]=1.[B:34]1([B:34]2[O:38][C:37]([CH3:40])([CH3:39])[C:36]([CH3:42])([CH3:41])[O:35]2)[O:38][C:37]([CH3:40])([CH3:39])[C:36]([CH3:42])([CH3:41])[O:35]1.CC([O-])=O.[K+].C1(P(C2CCCCC2)C2CCCCC2)CCCCC1, predict the reaction product. The product is: [CH3:41][C:36]1([CH3:42])[C:37]([CH3:40])([CH3:39])[O:38][B:34]([C:16]2[CH:17]=[C:18]([N:20]3[C:21]4[CH:22]=[CH:23][CH:24]=[CH:25][C:26]=4[C:27]4[C:32]3=[CH:31][CH:30]=[CH:29][CH:28]=4)[CH:19]=[C:14]([N:12]3[C:11]4[CH:10]=[CH:9][CH:8]=[CH:7][C:6]=4[C:5]4[C:13]3=[CH:1][CH:2]=[CH:3][CH:4]=4)[CH:15]=2)[O:35]1. (3) Given the reactants Cl[C:2]1[N:3]=[C:4]([NH:21][C:22]2[CH:30]=[CH:29][CH:28]=[C:27]([F:31])[C:23]=2[C:24]([NH2:26])=[O:25])[C:5]2[CH:10]=[CH:9][N:8](S(C3C=CC(C)=CC=3)(=O)=O)[C:6]=2[N:7]=1.[NH2:32][C:33]1[CH:41]=[C:40]2[C:36]([CH2:37][CH2:38][N:39]2[CH2:42][C:43]([N:45]([CH3:47])[CH3:46])=[O:44])=[CH:35][C:34]=1[O:48][CH3:49], predict the reaction product. The product is: [CH3:47][N:45]([CH3:46])[C:43](=[O:44])[CH2:42][N:39]1[C:40]2[C:36](=[CH:35][C:34]([O:48][CH3:49])=[C:33]([NH:32][C:2]3[NH:7][C:6]4=[N:8][CH:9]=[CH:10][C:5]4=[C:4]([NH:21][C:22]4[CH:30]=[CH:29][CH:28]=[C:27]([F:31])[C:23]=4[C:24]([NH2:26])=[O:25])[N:3]=3)[CH:41]=2)[CH:37]=[CH:38]1. (4) Given the reactants [CH2:1](Cl)[CH2:2]Cl.Cl.[C:6]([C:8]1([NH:14][C:15]([CH:17]([NH:25][C:26]([N:28]2[CH2:33][CH2:32][O:31][CH2:30][CH2:29]2)=[O:27])[CH2:18][CH:19]2[CH2:24][CH2:23][CH2:22][CH2:21][CH2:20]2)=[O:16])[CH2:13][CH2:12][NH:11][CH2:10][CH2:9]1)#[N:7].[CH3:34][N:35]1[CH2:40][CH2:39]O[CH2:37][CH2:36]1.CN([CH:44]=[O:45])C, predict the reaction product. The product is: [CH3:34][N:35]1[CH2:36][CH2:37][CH:33]([C:32]([OH:45])=[O:31])[CH2:39][CH2:40]1.[C:6]([C:8]1([NH:14][C:15]([CH:17]([NH:25][C:26]([N:28]2[CH2:33][CH2:32][O:31][CH2:30][CH2:29]2)=[O:27])[CH2:18][CH:19]2[CH2:20][CH2:21][CH2:22][CH2:23][CH2:24]2)=[O:16])[CH2:9][CH2:10][N:11]([C:44]([CH:2]2[CH2:1][CH2:34][N:35]([CH3:40])[CH2:36][CH2:37]2)=[O:45])[CH2:12][CH2:13]1)#[N:7]. (5) Given the reactants C1(P(C2C=CC=CC=2)C2C=CC=CC=2)C=CC=CC=1.[NH2:20][C:21](=[O:40])[CH:22]([N:29]1[CH2:37][C:36]2[C:31](=[CH:32][CH:33]=[CH:34][C:35]=2[OH:38])[C:30]1=[O:39])[CH2:23][CH2:24][C:25]([O:27][CH3:28])=[O:26].[N:41]1([CH2:47][CH2:48][O:49][C:50]2[CH:55]=[CH:54][C:53]([CH2:56]O)=[CH:52][CH:51]=2)[CH2:46][CH2:45][O:44][CH2:43][CH2:42]1.N(C(OC(C)C)=O)=NC(OC(C)C)=O, predict the reaction product. The product is: [NH2:20][C:21](=[O:40])[CH:22]([N:29]1[CH2:37][C:36]2[C:31](=[CH:32][CH:33]=[CH:34][C:35]=2[O:38][CH2:56][C:53]2[CH:54]=[CH:55][C:50]([O:49][CH2:48][CH2:47][N:41]3[CH2:46][CH2:45][O:44][CH2:43][CH2:42]3)=[CH:51][CH:52]=2)[C:30]1=[O:39])[CH2:23][CH2:24][C:25]([O:27][CH3:28])=[O:26].